Task: Regression. Given a peptide amino acid sequence and an MHC pseudo amino acid sequence, predict their binding affinity value. This is MHC class I binding data.. Dataset: Peptide-MHC class I binding affinity with 185,985 pairs from IEDB/IMGT (1) The peptide sequence is SPTPGPSNA. The MHC is HLA-B18:01 with pseudo-sequence HLA-B18:01. The binding affinity (normalized) is 0.213. (2) The peptide sequence is AQYKCVTIKY. The MHC is HLA-A11:01 with pseudo-sequence HLA-A11:01. The binding affinity (normalized) is 0.595. (3) The peptide sequence is KLLQICMWF. The MHC is HLA-A31:01 with pseudo-sequence HLA-A31:01. The binding affinity (normalized) is 0.0777. (4) The peptide sequence is RPRWADARV. The MHC is HLA-B51:01 with pseudo-sequence HLA-B51:01. The binding affinity (normalized) is 0.0847. (5) The peptide sequence is PSDFFYLLF. The MHC is HLA-B27:05 with pseudo-sequence HLA-B27:05. The binding affinity (normalized) is 0.0847.